From a dataset of Full USPTO retrosynthesis dataset with 1.9M reactions from patents (1976-2016). Predict the reactants needed to synthesize the given product. (1) Given the product [F:1][C:2]1[C:3]([O:15][CH2:16][CH2:17][O:18][CH3:19])=[CH:4][C:5]2[CH2:6][CH:7]([CH:12]([CH3:13])[CH3:14])[N:8]3[CH:9]([CH2:31][C:30](=[O:32])[C:24]([C:25]([O:27][CH2:28][CH3:29])=[O:26])=[CH:23]3)[C:10]=2[CH:11]=1, predict the reactants needed to synthesize it. The reactants are: [F:1][C:2]1[CH:11]=[C:10]2[C:5]([CH2:6][CH:7]([CH:12]([CH3:14])[CH3:13])[N:8]=[CH:9]2)=[CH:4][C:3]=1[O:15][CH2:16][CH2:17][O:18][CH3:19].CN([CH:23]=[C:24]([C:30](=[O:32])[CH3:31])[C:25]([O:27][CH2:28][CH3:29])=[O:26])C.Cl.O1CCOCC1. (2) Given the product [C:2]([OH:39])(=[O:38])[C:1]([OH:4])=[O:3].[NH2:27][C@:6]([CH2:25][CH3:26])([CH2:7][CH2:8][C:9]1[O:10][C:11]([C:14]#[C:15][CH2:16][CH2:17][O:18][CH:19]2[CH2:20][CH2:21][CH2:22][CH2:23][CH2:24]2)=[CH:12][CH:13]=1)[CH2:5][OH:4], predict the reactants needed to synthesize it. The reactants are: [C:1]([O:4][CH2:5][C@@:6]([NH:27]C(=O)C)([CH2:25][CH3:26])[CH2:7][CH2:8][C:9]1[O:10][C:11]([C:14]#[C:15][CH2:16][CH2:17][O:18][CH:19]2[CH2:24][CH2:23][CH2:22][CH2:21][CH2:20]2)=[CH:12][CH:13]=1)(=[O:3])[CH3:2].O1CCCC1.CO.[OH2:38].[OH-:39].[Li+]. (3) Given the product [C:22]1([C:28](=[N:35][CH:36]([CH2:45][C:46]2[S:47][CH:48]=[CH:49][C:50]=2[F:51])[C:37]([O:39][C:40]([CH3:43])([CH3:42])[CH3:41])=[O:38])[C:29]2[CH:30]=[CH:31][CH:32]=[CH:33][CH:34]=2)[CH:23]=[CH:24][CH:25]=[CH:26][CH:27]=1, predict the reactants needed to synthesize it. The reactants are: [Li]CCCC.C(NC(C)C)(C)C.CN1C(=O)N(C)CCC1.[C:22]1([C:28](=[N:35][CH2:36][C:37]([O:39][C:40]([CH3:43])([CH3:42])[CH3:41])=[O:38])[C:29]2[CH:34]=[CH:33][CH:32]=[CH:31][CH:30]=2)[CH:27]=[CH:26][CH:25]=[CH:24][CH:23]=1.Br[CH2:45][C:46]1[S:47][CH:48]=[CH:49][C:50]=1[F:51].